This data is from Drug-target binding data from BindingDB using IC50 measurements. The task is: Regression. Given a target protein amino acid sequence and a drug SMILES string, predict the binding affinity score between them. We predict pIC50 (pIC50 = -log10(IC50 in M); higher means more potent). Dataset: bindingdb_ic50. (1) The compound is Cc1nc(Nc2ccccn2)nc2ccccc12. The target protein (P40763) has sequence MAQWNQLQQLDTRYLEQLHQLYSDSFPMELRQFLAPWIESQDWAYAASKESHATLVFHNLLGEIDQQYSRFLQESNVLYQHNLRRIKQFLQSRYLEKPMEIARIVARCLWEESRLLQTAATAAQQGGQANHPTAAVVTEKQQMLEQHLQDVRKRVQDLEQKMKVVENLQDDFDFNYKTLKSQGDMQDLNGNNQSVTRQKMQQLEQMLTALDQMRRSIVSELAGLLSAMEYVQKTLTDEELADWKRRQQIACIGGPPNICLDRLENWITSLAESQLQTRQQIKKLEELQQKVSYKGDPIVQHRPMLEERIVELFRNLMKSAFVVERQPCMPMHPDRPLVIKTGVQFTTKVRLLVKFPELNYQLKIKVCIDKDSGDVAALRGSRKFNILGTNTKVMNMEESNNGSLSAEFKHLTLREQRCGNGGRANCDASLIVTEELHLITFETEVYHQGLKIDLETHSLPVVVISNICQMPNAWASILWYNMLTNNPKNVNFFTKPPIGT.... The pIC50 is 4.5. (2) The compound is Cc1ccc2nc(N3CCC(NC4(C)CCOCC4)CC3)c(-c3noc(C)n3)cc2c1. The target protein (P41145) has sequence MDSPIQIFRGEPGPTCAPSACLPPNSSAWFPGWAEPDSNGSAGSEDAQLEPAHISPAIPVIITAVYSVVFVVGLVGNSLVMFVIIRYTKMKTATNIYIFNLALADALVTTTMPFQSTVYLMNSWPFGDVLCKIVISIDYYNMFTSIFTLTMMSVDRYIAVCHPVKALDFRTPLKAKIINICIWLLSSSVGISAIVLGGTKVREDVDVIECSLQFPDDDYSWWDLFMKICVFIFAFVIPVLIIIVCYTLMILRLKSVRLLSGSREKDRNLRRITRLVLVVVAVFVVCWTPIHIFILVEALGSTSHSTAALSSYYFCIALGYTNSSLNPILYAFLDENFKRCFRDFCFPLKMRMERQSTSRVRNTVQDPAYLRDIDGMNKPV. The pIC50 is 7.0. (3) The drug is C[C@H](c1ccccc1)N(CC(N)=O)C(=O)CN(C(=O)CNCCCNC(=N)N)C(c1ccccc1)c1ccccc1. The target protein (P41968) has sequence MNASCCLPSVQPTLPNGSEHLQAPFFSNQSSSAFCEQVFIKPEVFLSLGIVSLLENILVILAVVRNGNLHSPMYFFLCSLAVADMLVSVSNALETIMIAIVHSDYLTFEDQFIQHMDNIFDSMICISLVASICNLLAIAVDRYVTIFYALRYHSIMTVRKALTLIVAIWVCCGVCGVVFIVYSESKMVIVCLITMFFAMMLLMGTLYVHMFLFARLHVKRIAALPPADGVAPQQHSCMKGAVTITILLGVFIFCWAPFFLHLVLIITCPTNPYCICYTAHFNTYLVLIMCNSVIDPLIYAFRSLELRNTFREILCGCNGMNLG. The pIC50 is 4.3.